This data is from hERG potassium channel inhibition data for cardiac toxicity prediction from Karim et al.. The task is: Regression/Classification. Given a drug SMILES string, predict its toxicity properties. Task type varies by dataset: regression for continuous values (e.g., LD50, hERG inhibition percentage) or binary classification for toxic/non-toxic outcomes (e.g., AMES mutagenicity, cardiotoxicity, hepatotoxicity). Dataset: herg_karim. (1) The compound is O=C1NCN(c2ccccc2)C12CC[NH+](CCCC(c1ccc(F)cc1)c1ccc(F)cc1)CC2. The result is 1 (blocker). (2) The drug is CC(C)(C)CCN1CCC(CNC(=O)C2(c3ccc(F)cc3)CCCCC2)CC1. The result is 1 (blocker).